Predict the reactants needed to synthesize the given product. From a dataset of Full USPTO retrosynthesis dataset with 1.9M reactions from patents (1976-2016). (1) Given the product [Cl:32][C:33]1[S:37][C:36]([CH:38]=[CH:39][S:40]([N:21]2[CH2:22][CH2:23][N:18]([CH2:17][C:9]3[NH:8][C:16]4[CH:15]=[CH:14][N:13]=[CH:12][C:11]=4[CH:10]=3)[C:19](=[O:24])[CH2:20]2)(=[O:42])=[O:41])=[CH:35][CH:34]=1, predict the reactants needed to synthesize it. The reactants are: C(OC([N:8]1[C:16]2[CH:15]=[CH:14][N:13]=[CH:12][C:11]=2[CH:10]=[C:9]1[CH2:17][N:18]1[CH2:23][CH2:22][NH:21][CH2:20][C:19]1=[O:24])=O)(C)(C)C.C(N(CC)CC)C.[Cl:32][C:33]1[S:37][C:36]([CH:38]=[CH:39][S:40](Cl)(=[O:42])=[O:41])=[CH:35][CH:34]=1. (2) The reactants are: [CH2:1]([O:3][C:4](=[O:11])[C:5](=[N:9]O)[C:6](=O)[CH3:7])[CH3:2].[S-:12][C:13]#[N:14].[K+]. Given the product [CH2:1]([O:3][C:4]([C:5]1[NH:9][C:13](=[S:12])[NH:14][C:6]=1[CH3:7])=[O:11])[CH3:2], predict the reactants needed to synthesize it. (3) Given the product [Cl:29][CH2:28][C:3](=[O:2])[C@@H:4]([N:5]=[C:6]([C:13]1[CH:18]=[CH:17][CH:16]=[CH:15][CH:14]=1)[C:7]1[CH:12]=[CH:11][CH:10]=[CH:9][CH:8]=1)[CH2:19][C:20]1[CH:21]=[CH:22][CH:23]=[CH:24][CH:25]=1, predict the reactants needed to synthesize it. The reactants are: C[O:2][C:3](=O)[C@H:4]([CH2:19][C:20]1[CH:25]=[CH:24][CH:23]=[CH:22][CH:21]=1)[N:5]=[C:6]([C:13]1[CH:18]=[CH:17][CH:16]=[CH:15][CH:14]=1)[C:7]1[CH:12]=[CH:11][CH:10]=[CH:9][CH:8]=1.Br[CH2:28][Cl:29].CCCCCC.C([Li])CCC.[Cl-].[NH4+]. (4) Given the product [Cl:1][C:2]1[CH:7]=[CH:6][C:5]([CH:8]([C:36]2[CH:37]=[CH:38][C:39]([Cl:42])=[CH:40][CH:41]=2)[C:9]2[CH:10]=[C:11]3[C:16](=[CH:17][CH:18]=2)[N:15]=[N:14][CH:13]=[C:12]3[NH:19][CH:20]2[CH2:21][CH2:22][N:23]([C:26]3[CH:35]=[CH:34][C:29]([C:30]([OH:32])=[O:31])=[CH:28][CH:27]=3)[CH2:24][CH2:25]2)=[CH:4][CH:3]=1, predict the reactants needed to synthesize it. The reactants are: [Cl:1][C:2]1[CH:7]=[CH:6][C:5]([CH:8]([C:36]2[CH:41]=[CH:40][C:39]([Cl:42])=[CH:38][CH:37]=2)[C:9]2[CH:10]=[C:11]3[C:16](=[CH:17][CH:18]=2)[N:15]=[N:14][CH:13]=[C:12]3[NH:19][CH:20]2[CH2:25][CH2:24][N:23]([C:26]3[CH:35]=[CH:34][C:29]([C:30]([O:32]C)=[O:31])=[CH:28][CH:27]=3)[CH2:22][CH2:21]2)=[CH:4][CH:3]=1.[OH-].[Na+].CO.Cl. (5) Given the product [CH3:1][O:2][C:3](=[O:16])[CH2:4][N:5]1[C:13]2[C:8](=[CH:9][C:10]([F:14])=[CH:11][CH:12]=2)[C:7]([CH2:31][C:27]2[N:28]=[CH:29][S:30][C:26]=2[S:23]([C:17]2[CH:18]=[CH:19][CH:20]=[CH:21][CH:22]=2)(=[O:24])=[O:25])=[C:6]1[CH3:15], predict the reactants needed to synthesize it. The reactants are: [CH3:1][O:2][C:3](=[O:16])[CH2:4][N:5]1[C:13]2[C:8](=[CH:9][C:10]([F:14])=[CH:11][CH:12]=2)[CH:7]=[C:6]1[CH3:15].[C:17]1([S:23]([C:26]2[S:30][CH:29]=[N:28][C:27]=2[CH:31]=O)(=[O:25])=[O:24])[CH:22]=[CH:21][CH:20]=[CH:19][CH:18]=1. (6) The reactants are: [CH:1]([O:4][C:5]([N:7]1[CH2:13][CH2:12][CH2:11][CH:10]([N:14]([C:30](=[O:32])[CH3:31])[CH2:15][C:16]2[CH:21]=[C:20]([C:22]([F:25])([F:24])[F:23])[CH:19]=[C:18]([C:26]([F:29])([F:28])[F:27])[CH:17]=2)[C:9]2[CH:33]=[C:34](Br)[C:35]([Cl:37])=[CH:36][C:8]1=2)=[O:6])([CH3:3])[CH3:2].C1(P(C2CCCCC2)C2C=CC=CC=2C2C(C(C)C)=CC(C(C)C)=CC=2C(C)C)CCCCC1.CC(C)([O-])C.[Na+].[CH3:79][NH:80][CH3:81]. Given the product [C:30]([N:14]([CH2:15][C:16]1[CH:21]=[C:20]([C:22]([F:25])([F:24])[F:23])[CH:19]=[C:18]([C:26]([F:29])([F:28])[F:27])[CH:17]=1)[CH:10]1[CH2:11][CH2:12][CH2:13][N:7]([C:5]([O:4][CH:1]([CH3:3])[CH3:2])=[O:6])[C:8]2[CH:36]=[C:35]([Cl:37])[C:34]([N:80]([CH3:81])[CH3:79])=[CH:33][C:9]1=2)(=[O:32])[CH3:31], predict the reactants needed to synthesize it. (7) Given the product [C:1]([C:5]1[N:10]=[CH:9][C:8]([C:11]2[N:12]([C:32]([N:34]3[CH2:39][CH2:38][CH:37]([CH2:40][C:41]([NH:53][C:52]4[CH:54]=[CH:55][CH:56]=[C:50]([CH:47]([CH3:49])[CH3:48])[CH:51]=4)=[O:42])[CH2:36][CH2:35]3)=[O:33])[C@@:13]([C:25]3[CH:30]=[CH:29][C:28]([Cl:31])=[CH:27][CH:26]=3)([CH3:24])[C@@:14]([C:17]3[CH:18]=[CH:19][C:20]([Cl:23])=[CH:21][CH:22]=3)([CH3:16])[N:15]=2)=[C:7]([O:44][CH2:45][CH3:46])[CH:6]=1)([CH3:2])([CH3:3])[CH3:4], predict the reactants needed to synthesize it. The reactants are: [C:1]([C:5]1[N:10]=[CH:9][C:8]([C:11]2[N:12]([C:32]([N:34]3[CH2:39][CH2:38][CH:37]([CH2:40][C:41](O)=[O:42])[CH2:36][CH2:35]3)=[O:33])[C@@:13]([C:25]3[CH:30]=[CH:29][C:28]([Cl:31])=[CH:27][CH:26]=3)([CH3:24])[C@@:14]([C:17]3[CH:22]=[CH:21][C:20]([Cl:23])=[CH:19][CH:18]=3)([CH3:16])[N:15]=2)=[C:7]([O:44][CH2:45][CH3:46])[CH:6]=1)([CH3:4])([CH3:3])[CH3:2].[CH:47]([C:50]1[CH:51]=[C:52]([CH:54]=[CH:55][CH:56]=1)[NH2:53])([CH3:49])[CH3:48].